This data is from Full USPTO retrosynthesis dataset with 1.9M reactions from patents (1976-2016). The task is: Predict the reactants needed to synthesize the given product. (1) Given the product [F:1][C:2]1[CH:10]=[C:9]2[C:5]([CH:6]=[N:7][N:8]2[CH3:11])=[CH:4][C:3]=1[CH2:12][C:13]1[N:17]2[N:18]=[C:19]([CH:22]=[O:28])[CH:20]=[CH:21][C:16]2=[N:15][CH:14]=1, predict the reactants needed to synthesize it. The reactants are: [F:1][C:2]1[CH:10]=[C:9]2[C:5]([CH:6]=[N:7][N:8]2[CH3:11])=[CH:4][C:3]=1[CH2:12][C:13]1[N:17]2[N:18]=[C:19]([CH:22]=C)[CH:20]=[CH:21][C:16]2=[N:15][CH:14]=1.C[N+]1([O-])CC[O:28]CC1.I([O-])(=O)(=O)=O.[Na+]. (2) Given the product [Cl:3][CH2:6][C:7]1[C:12]2[NH:13][C:14]([CH2:16][N:17]([CH3:31])[S:18]([C:21]3[C:26]([CH3:27])=[CH:25][C:24]([O:28][CH3:29])=[CH:23][C:22]=3[CH3:30])(=[O:20])=[O:19])=[N:15][C:11]=2[CH:10]=[CH:9][CH:8]=1, predict the reactants needed to synthesize it. The reactants are: S(Cl)([Cl:3])=O.O[CH2:6][C:7]1[C:12]2[NH:13][C:14]([CH2:16][N:17]([CH3:31])[S:18]([C:21]3[C:26]([CH3:27])=[CH:25][C:24]([O:28][CH3:29])=[CH:23][C:22]=3[CH3:30])(=[O:20])=[O:19])=[N:15][C:11]=2[CH:10]=[CH:9][CH:8]=1.C1COCC1. (3) Given the product [CH:1]1[C:2]([CH2:10][C@@H:11]([NH2:28])[CH2:12][C:13]([N:15]2[CH2:27][C:19]3=[N:20][N:21]=[C:22]([C:23]([F:26])([F:25])[F:24])[N:18]3[CH2:17][CH2:16]2)=[O:14])=[C:3]([F:9])[CH:4]=[C:5]([F:8])[C:6]=1[F:7].[OH2:32].[OH:36][P:34]([OH:38])([OH:37])=[O:35], predict the reactants needed to synthesize it. The reactants are: [CH:1]1[C:2]([CH2:10][C@@H:11]([NH2:28])[CH2:12][C:13]([N:15]2[CH2:27][C:19]3=[N:20][N:21]=[C:22]([C:23]([F:26])([F:25])[F:24])[N:18]3[CH2:17][CH2:16]2)=[O:14])=[C:3]([F:9])[CH:4]=[C:5]([F:8])[C:6]=1[F:7].C([OH:32])(C)C.O.[P:34](=[O:38])([OH:37])([OH:36])[OH:35]. (4) Given the product [NH2:7][CH2:8][CH2:9][CH2:10][CH2:11][N:12]([CH3:13])[CH2:14][CH2:15][NH:16][C:17]([C:19]1[C:24]([NH2:25])=[N:23][C:22]([NH2:26])=[C:21]([Cl:27])[N:20]=1)=[O:18], predict the reactants needed to synthesize it. The reactants are: C(OC(=O)[NH:7][CH2:8][CH2:9][CH2:10][CH2:11][N:12]([CH2:14][CH2:15][NH:16][C:17]([C:19]1[C:24]([NH2:25])=[N:23][C:22]([NH2:26])=[C:21]([Cl:27])[N:20]=1)=[O:18])[CH3:13])(C)(C)C. (5) Given the product [CH3:1][CH2:2][CH2:3][C@H:4]([NH:10][C@H:11]([C:13]([N:15]1[C@H:23]([C:24]([OH:26])=[O:25])[CH2:22][C@H:21]2[C@@H:16]1[CH2:17][CH2:18][CH2:19][CH2:20]2)=[O:14])[CH3:12])[C:5]([O:7][CH2:8][CH3:9])=[O:6].[CH3:27][C:28]([NH2:31])([CH3:30])[CH3:29].[NH:15]1[C:16]2[C:21](=[CH:20][CH:19]=[CH:18][CH:17]=2)[CH2:22][CH:23]1[C:24]([OH:26])=[O:25], predict the reactants needed to synthesize it. The reactants are: [CH3:1][CH2:2][CH2:3][C@H:4]([NH:10][C@H:11]([C:13]([N:15]1[C@H:23]([C:24]([OH:26])=[O:25])[CH2:22][C@H:21]2[C@@H:16]1[CH2:17][CH2:18][CH2:19][CH2:20]2)=[O:14])[CH3:12])[C:5]([O:7][CH2:8][CH3:9])=[O:6].[CH3:27][C:28]([NH2:31])([CH3:30])[CH3:29]. (6) Given the product [OH:4][CH2:3][C@H:2]([N:1]1[C:14](=[O:15])[C:13]2[C:12](=[CH:20][CH:19]=[CH:18][CH:17]=2)[C:11]1=[O:16])[C:5]1[CH:10]=[CH:9][CH:8]=[CH:7][CH:6]=1, predict the reactants needed to synthesize it. The reactants are: [NH2:1][C@H:2]([C:5]1[CH:10]=[CH:9][CH:8]=[CH:7][CH:6]=1)[CH2:3][OH:4].[C:11]1(=O)[O:16][C:14](=[O:15])[C:13]2=[CH:17][CH:18]=[CH:19][CH:20]=[C:12]12. (7) Given the product [Cl:18][C:15]1[CH:14]=[CH:13][C:12]([O:11][CH:9]2[CH2:10][N:7]([CH2:6][CH2:5][C@H:2]([NH:1][C:26]([NH:27][C:28]3[N:29]([CH3:35])[N:30]=[C:31]([CH2:33][CH3:34])[CH:32]=3)=[O:25])[CH2:3][OH:4])[CH2:8]2)=[CH:17][CH:16]=1, predict the reactants needed to synthesize it. The reactants are: [NH2:1][C@@H:2]([CH2:5][CH2:6][N:7]1[CH2:10][CH:9]([O:11][C:12]2[CH:17]=[CH:16][C:15]([Cl:18])=[CH:14][CH:13]=2)[CH2:8]1)[CH2:3][OH:4].C1([O:25][C:26](=O)[NH:27][C:28]2[N:29]([CH3:35])[N:30]=[C:31]([CH2:33][CH3:34])[CH:32]=2)C=CC=CC=1. (8) Given the product [NH3:10].[F:8][C:9]1[N:10]=[CH:11][C:12]2[C:17]([CH:18]=1)=[CH:16][C:15]([C:19]1[S:23][C:22]([CH2:24][CH2:25][C@@H:26]([NH2:38])[CH2:27][C:28]3[CH:29]=[N:30][C:31]([C:34]([F:35])([F:37])[F:36])=[CH:32][CH:33]=3)=[N:21][N:20]=1)=[CH:14][CH:13]=2, predict the reactants needed to synthesize it. The reactants are: C(O)(C(F)(F)F)=O.[F:8][C:9]1[N:10]=[CH:11][C:12]2[C:17]([CH:18]=1)=[CH:16][C:15]([C:19]1[S:23][C:22]([CH2:24][CH2:25][C@@H:26]([NH:38]C(=O)OC(C)(C)C)[CH2:27][C:28]3[CH:29]=[N:30][C:31]([C:34]([F:37])([F:36])[F:35])=[CH:32][CH:33]=3)=[N:21][N:20]=1)=[CH:14][CH:13]=2.